Dataset: Retrosynthesis with 50K atom-mapped reactions and 10 reaction types from USPTO. Task: Predict the reactants needed to synthesize the given product. (1) The reactants are: CN1CCc2c(Br)ccc([N+](=O)[O-])c2C1.OB(O)c1ccc(Cl)cc1. Given the product CN1CCc2c(-c3ccc(Cl)cc3)ccc([N+](=O)[O-])c2C1, predict the reactants needed to synthesize it. (2) The reactants are: COc1ccc(N=C=O)cc1.NCCCN1Cc2ccccc2CC1Cc1ccc(F)cc1. Given the product COc1ccc(NC(=O)NCCCN2Cc3ccccc3CC2Cc2ccc(F)cc2)cc1, predict the reactants needed to synthesize it. (3) Given the product CN1Cc2cc(Cl)ccc2-n2c(nnc2N2CCC3(CC2)OC(=O)c2ccccc23)C1, predict the reactants needed to synthesize it. The reactants are: CN1Cc2cc(Cl)ccc2-n2c(Br)nnc2C1.O=C1OC2(CCNCC2)c2ccccc21. (4) Given the product O=C1C2=C(CCCC2)C(=O)N1c1ccccc1/C=C/c1n[nH]c2ccccc12, predict the reactants needed to synthesize it. The reactants are: Nc1ccccc1/C=C/c1n[nH]c2ccccc12.O=C1OC(=O)C2=C1CCCC2. (5) Given the product O=Cc1ccc(Oc2ccc(F)c(C(F)(F)F)c2)c(F)c1, predict the reactants needed to synthesize it. The reactants are: O=Cc1ccc(F)c(F)c1.Oc1ccc(F)c(C(F)(F)F)c1. (6) Given the product O=C(O)c1cccc(-n2c(-c3ccccc3)cc3c2CCCC3)c1, predict the reactants needed to synthesize it. The reactants are: Nc1cccc(C(=O)O)c1.O=C(CC1CCCCC1=O)c1ccccc1. (7) Given the product N#Cc1cn(C2CC2)c2c(F)c(N3CCN(O)CC3)c(F)cc2c1=O, predict the reactants needed to synthesize it. The reactants are: N#Cc1cn(C2CC2)c2c(F)c(F)c(F)cc2c1=O.ON1CCNCC1.